Dataset: Forward reaction prediction with 1.9M reactions from USPTO patents (1976-2016). Task: Predict the product of the given reaction. (1) Given the reactants [Br:1][C:2]1[C:3]([OH:17])=[CH:4][C:5]2[C:9]([CH:10]=1)=[N:8][N:7]([CH:11]1[CH2:16][CH2:15][CH2:14][CH2:13][O:12]1)[CH:6]=2.[F:18][C:19]1[CH:20]=[C:21]([N+:26]([O-:28])=[O:27])[CH:22]=[CH:23][C:24]=1F.C([O-])(O)=O.[Na+].O, predict the reaction product. The product is: [Br:1][C:2]1[C:3]([O:17][C:24]2[CH:23]=[CH:22][C:21]([N+:26]([O-:28])=[O:27])=[CH:20][C:19]=2[F:18])=[CH:4][C:5]2[C:9]([CH:10]=1)=[N:8][N:7]([CH:11]1[CH2:16][CH2:15][CH2:14][CH2:13][O:12]1)[CH:6]=2. (2) Given the reactants [CH3:1][CH2:2][CH:3]([OH:6])[CH2:4][CH3:5].[H-].[Na+].Cl[C:10]1[C:15]([CH3:16])=[C:14]([O:17][C:18]2[C:23]([CH3:24])=[CH:22][C:21]([CH3:25])=[CH:20][C:19]=2[CH3:26])[N:13]=[C:12]([CH3:27])[CH:11]=1, predict the reaction product. The product is: [CH2:2]([CH:3]([O:6][C:10]1[CH:11]=[C:12]([CH3:27])[N:13]=[C:14]([O:17][C:18]2[C:23]([CH3:24])=[CH:22][C:21]([CH3:25])=[CH:20][C:19]=2[CH3:26])[C:15]=1[CH3:16])[CH2:4][CH3:5])[CH3:1]. (3) Given the reactants C[C:2]1[C:7]([OH:8])=[CH:6][C:5]2[CH2:9][CH2:10][C@:11]([CH2:14][CH2:15]/[CH:16]=[C:17](/[CH2:19][CH2:20]/[CH:21]=[C:22](/[CH2:24][CH2:25][CH:26]=[C:27]([CH3:29])[CH3:28])\[CH3:23])\[CH3:18])([CH3:13])[O:12][C:4]=2[C:3]=1C.CC1C2O[C@@](CC/C=C(/CC/C=C(/CCC=C(C)C)\C)\C)(C)CCC=2C=C(O)C=1, predict the reaction product. The product is: [CH3:28][C:27]([CH3:29])=[CH:26][CH2:25][CH2:24]/[C:22](/[CH3:23])=[CH:21]/[CH2:20][CH2:19]/[C:17](/[CH3:18])=[CH:16]/[CH2:15][CH2:14][C:11]1([CH3:13])[O:12][C:4]2[CH:3]=[CH:2][C:7]([OH:8])=[CH:6][C:5]=2[CH2:9][CH2:10]1. (4) Given the reactants [OH:1][C:2]1[CH:9]=[C:8]([OH:10])[CH:7]=[CH:6][C:3]=1[CH:4]=O.[O:11]1[C:15]2[CH:16]=[CH:17][CH:18]=[CH:19][C:14]=2[N:13]=[C:12]1[CH2:20][C:21](OCC)=[O:22].N1CCCCC1.C(O)(=O)C, predict the reaction product. The product is: [O:11]1[C:15]2[CH:16]=[CH:17][CH:18]=[CH:19][C:14]=2[N:13]=[C:12]1[C:20]1[C:21](=[O:22])[O:1][C:2]2[C:3]([CH:4]=1)=[CH:6][CH:7]=[C:8]([OH:10])[CH:9]=2. (5) Given the reactants Cl[C:2]1[CH:16]=[CH:15][C:5]([C:6]([NH:8][C@@H:9]([C:11]([CH3:14])([CH3:13])[CH3:12])[CH3:10])=[O:7])=[CH:4][N:3]=1.[CH:17]1([NH:20][C:21]([C:23]2[CH:24]=[C:25]([F:33])[C:26]([CH3:32])=[C:27](B(O)O)[CH:28]=2)=[O:22])[CH2:19][CH2:18]1.C(=O)([O-])O.[Na+], predict the reaction product. The product is: [CH:17]1([NH:20][C:21]([C:23]2[CH:24]=[C:25]([F:33])[C:26]([CH3:32])=[C:27]([C:2]3[N:3]=[CH:4][C:5]([C:6]([NH:8][C@H:9]([CH3:10])[C:11]([CH3:14])([CH3:13])[CH3:12])=[O:7])=[CH:15][CH:16]=3)[CH:28]=2)=[O:22])[CH2:19][CH2:18]1. (6) Given the reactants [CH3:1][C:2]1[N:3]=[C:4]([N:10]2[C:14]3[CH:15]=[CH:16][CH:17]=[CH:18][C:13]=3[NH:12][C:11]2=[O:19])[S:5][C:6]=1[C:7]([O-:9])=[O:8].[F:20][C:21]1[CH:28]=[CH:27][C:24]([CH2:25]Br)=[CH:23][CH:22]=1.C(=O)([O-])[O-].[K+].[K+].O1CC[CH2:37][CH2:36]1, predict the reaction product. The product is: [F:20][C:21]1[CH:28]=[CH:27][C:24]([CH2:25][N:12]2[C:13]3[CH:18]=[CH:17][CH:16]=[CH:15][C:14]=3[N:10]([C:4]3[S:5][C:6]([C:7]([O:9][CH2:36][CH3:37])=[O:8])=[C:2]([CH3:1])[N:3]=3)[C:11]2=[O:19])=[CH:23][CH:22]=1. (7) The product is: [CH:22]1([CH2:27][C:28]([C:17]2[C:16]3[CH:18]=[CH:19][CH:20]=[CH:21][C:15]=3[O:14][C:13]=2[C:8]2[CH:7]=[CH:6][C:5]3[C:10](=[CH:11][CH:12]=[C:3]([O:2][CH3:1])[CH:4]=3)[CH:9]=2)=[O:29])[CH2:26][CH2:25][CH2:24][CH2:23]1. Given the reactants [CH3:1][O:2][C:3]1[CH:4]=[C:5]2[C:10](=[CH:11][CH:12]=1)[CH:9]=[C:8]([C:13]1[O:14][C:15]3[CH:21]=[CH:20][CH:19]=[CH:18][C:16]=3[CH:17]=1)[CH:7]=[CH:6]2.[CH:22]1([CH2:27][C:28](Cl)=[O:29])[CH2:26][CH2:25][CH2:24][CH2:23]1.[Sn](Cl)(Cl)(Cl)Cl, predict the reaction product.